This data is from Catalyst prediction with 721,799 reactions and 888 catalyst types from USPTO. The task is: Predict which catalyst facilitates the given reaction. Reactant: Cl[C:2]1[N:6]=[C:5]([CH:7]2[CH2:12][CH:11]([C:13]3[CH:18]=[CH:17][C:16]([C:19]([F:22])([F:21])[F:20])=[CH:15][CH:14]=3)[CH2:10][N:9]([C:23]([N:25]3[CH2:30][CH2:29][O:28][CH2:27][CH2:26]3)=[O:24])[CH2:8]2)[O:4][N:3]=1.[CH3:31][NH:32][CH3:33]. Product: [CH3:31][N:32]([CH3:33])[C:2]1[N:6]=[C:5]([CH:7]2[CH2:12][CH:11]([C:13]3[CH:18]=[CH:17][C:16]([C:19]([F:22])([F:21])[F:20])=[CH:15][CH:14]=3)[CH2:10][N:9]([C:23]([N:25]3[CH2:30][CH2:29][O:28][CH2:27][CH2:26]3)=[O:24])[CH2:8]2)[O:4][N:3]=1. The catalyst class is: 8.